Dataset: Reaction yield outcomes from USPTO patents with 853,638 reactions. Task: Predict the reaction yield, written as a fraction of the theoretical maximum amount of product (1.0 means a 100% yield; for example, 0.34 means a 34% yield). (1) The reactants are [C:1]1(B(O)O)[CH:6]=[CH:5][CH:4]=[CH:3][CH:2]=1.Br[C:11]1[C:20]2[C:15](=[CH:16][CH:17]=[CH:18][CH:19]=2)[C:14]([Br:21])=[CH:13][CH:12]=1.C(COC)OC.C(=O)([O-])[O-].[Na+].[Na+]. The catalyst is [Pd].C1(P(C2C=CC=CC=2)C2C=CC=CC=2)C=CC=CC=1.C1(P(C2C=CC=CC=2)C2C=CC=CC=2)C=CC=CC=1.C1(P(C2C=CC=CC=2)C2C=CC=CC=2)C=CC=CC=1.C1(P(C2C=CC=CC=2)C2C=CC=CC=2)C=CC=CC=1.O.C1(C)C=CC=CC=1. The product is [Br:21][C:14]1[C:15]2[C:20](=[CH:19][CH:18]=[CH:17][CH:16]=2)[C:11]([C:1]2[CH:6]=[CH:5][CH:4]=[CH:3][CH:2]=2)=[CH:12][CH:13]=1. The yield is 0.410. (2) The reactants are [NH:1]([C:15]([O:17]C(C)(C)C)=O)[C@H:2]([C:4]([N:6]1[CH2:14][C@H:12]([OH:13])[CH2:11][C@H:7]1[C:8]([OH:10])=O)=[O:5])[CH3:3].C([C:29]1[S:30][CH:31]=[CH:32][N:33]=1)C1C=CC=CC=1.[CH2:34](Cl)CCl.[CH:38]1[CH:39]=[CH:40][C:41]2N(O)N=N[C:42]=2[CH:43]=1.[NH:48]([C:57]([CH3:59])=[O:58])[C@H:49](C(O)=O)[CH2:50][CH:51]([CH3:53])[CH3:52].[CH2:60]([N:62](CC)CC)C. The catalyst is C(Cl)Cl.CCOC(C)=O.CN(C=O)C. The product is [C:57]([NH:48][C@@H:49]([CH2:50][CH:51]([CH3:53])[CH3:52])[C:15]([NH:1][C@@H:2]([CH3:3])[C:4]([N:6]1[CH2:14][C@H:12]([OH:13])[CH2:11][C@H:7]1[C:8]([NH:62][CH2:60][C:38]1[CH:39]=[CH:40][C:41]([C:31]2[S:30][CH:29]=[N:33][C:32]=2[CH3:34])=[CH:42][CH:43]=1)=[O:10])=[O:5])=[O:17])(=[O:58])[CH3:59]. The yield is 0.290. (3) The yield is 0.920. The product is [CH3:1][O:2][CH2:3][CH2:4][N:5]1[CH:9]=[CH:8][C:7]([NH2:10])=[N:6]1. The reactants are [CH3:1][O:2][CH2:3][CH2:4][N:5]1[CH:9]=[CH:8][C:7]([N+:10]([O-])=O)=[N:6]1.CO.[H][H]. The catalyst is C(OCC)(=O)C.[Pd]. (4) The reactants are [C:1]([C:5]1[O:9][N:8]=[C:7]([NH:10][C:11]([NH:13][C:14]2[CH:19]=[CH:18][CH:17]=[C:16]([S:20][C:21]3[C:30]4[C:25](=[CH:26][C:27]([O:33][CH2:34][CH2:35]Cl)=[C:28]([O:31][CH3:32])[CH:29]=4)[N:24]=[CH:23][N:22]=3)[CH:15]=2)=[O:12])[CH:6]=1)([CH3:4])([CH3:3])[CH3:2].[NH:37]1[CH2:42][CH2:41][CH2:40][CH2:39][CH2:38]1.C(N(C(C)C)CC)(C)C. The catalyst is CN(C=O)C.[I-].C([N+](CCCC)(CCCC)CCCC)CCC. The product is [C:1]([C:5]1[O:9][N:8]=[C:7]([NH:10][C:11]([NH:13][C:14]2[CH:19]=[CH:18][CH:17]=[C:16]([S:20][C:21]3[C:30]4[C:25](=[CH:26][C:27]([O:33][CH2:34][CH2:35][N:37]5[CH2:42][CH2:41][CH2:40][CH2:39][CH2:38]5)=[C:28]([O:31][CH3:32])[CH:29]=4)[N:24]=[CH:23][N:22]=3)[CH:15]=2)=[O:12])[CH:6]=1)([CH3:4])([CH3:3])[CH3:2]. The yield is 0.170. (5) The reactants are [C:1]1(=[O:7])[O:6][C:4](=[O:5])[CH:3]=[CH:2]1.[CH:8]12[CH2:14][CH:11]([CH2:12][CH2:13]1)[CH:10]=[CH:9]2.CC(N=NC(C#N)(C)C)(C#N)C. The catalyst is C1COCC1. The product is [C:4]1(=[O:5])[O:6][C:1](=[O:7])[CH:2]=[CH:3]1.[CH:8]12[CH2:14][CH:11]([CH2:12][CH2:13]1)[CH:10]=[CH:9]2. The yield is 0.900. (6) The yield is 0.430. No catalyst specified. The product is [C:2]1([CH2:1][N:8]([CH2:12][CH:11]([OH:13])[C:10]([F:15])([F:14])[F:9])[CH2:12][CH:11]([OH:13])[C:10]([F:15])([F:14])[F:9])[CH:7]=[CH:6][CH:5]=[CH:4][CH:3]=1. The reactants are [CH2:1]([NH2:8])[C:2]1[CH:7]=[CH:6][CH:5]=[CH:4][CH:3]=1.[F:9][C:10]([F:15])([F:14])[CH:11]1[O:13][CH2:12]1. (7) The yield is 0.600. The catalyst is CN(C)C=O. The product is [Br:1][C:2]1[C:7]([CH3:8])=[CH:6][CH:5]=[CH:4][C:3]=1[C@H:9]([O:11][CH2:12][C@H:13]1[CH2:14][O:15]1)[CH3:10]. The reactants are [Br:1][C:2]1[C:7]([CH3:8])=[CH:6][CH:5]=[CH:4][C:3]=1[C@H:9]([OH:11])[CH3:10].[CH2:12](C1C([N+]([O-])=O)=CC=CC=1S(O)(=O)=O)[C@H:13]1[O:15][CH2:14]1.[H-].[Na+].O. (8) The reactants are [CH2:1]([O:3][C:4]1[CH:5]=[C:6]2[C:11](=[C:12]([N:14]3[CH2:19][CH2:18][N:17]([CH3:20])[CH2:16][CH2:15]3)[CH:13]=1)[O:10][C:9]([C:21](Cl)=[O:22])=[CH:8][C:7]2=[O:24])[CH3:2].[NH2:25][C:26]1[CH:31]=[CH:30][C:29]([N:32]2[CH2:37][CH2:36][N:35]([C:38](=[O:41])[CH2:39][CH3:40])[CH2:34][CH2:33]2)=[CH:28][CH:27]=1.O1CCN(C2C=CC(N)=CC=2)CC1. No catalyst specified. The product is [C:38]([N:35]1[CH2:36][CH2:37][N:32]([C:29]2[CH:28]=[CH:27][C:26]([NH:25][C:21]([C:9]3[O:10][C:11]4[C:6]([C:7](=[O:24])[CH:8]=3)=[CH:5][C:4]([O:3][CH2:1][CH3:2])=[CH:13][C:12]=4[N:14]3[CH2:19][CH2:18][N:17]([CH3:20])[CH2:16][CH2:15]3)=[O:22])=[CH:31][CH:30]=2)[CH2:33][CH2:34]1)(=[O:41])[CH2:39][CH3:40]. The yield is 0.120. (9) The reactants are [CH:1]([C:3]1[CH:20]=[CH:19][C:6]2/[C:7](=[CH:16]/[C:17]#[N:18])/[C:8]3[CH:15]=[CH:14][CH:13]=[CH:12][C:9]=3[CH2:10][CH2:11][C:5]=2[CH:4]=1)=[O:2].[CH3:21][Mg]Cl.[Cl-].[NH4+]. The catalyst is C1COCC1. The product is [OH:2][CH:1]([C:3]1[CH:20]=[CH:19][C:6]2/[C:7](=[CH:16]/[C:17]#[N:18])/[C:8]3[CH:15]=[CH:14][CH:13]=[CH:12][C:9]=3[CH2:10][CH2:11][C:5]=2[CH:4]=1)[CH3:21]. The yield is 0.920.